The task is: Predict the reaction yield, written as a fraction of the theoretical maximum amount of product (1.0 means a 100% yield; for example, 0.34 means a 34% yield).. This data is from Reaction yield outcomes from USPTO patents with 853,638 reactions. (1) The reactants are Cl.[NH2:2][C:3]([NH2:5])=[NH:4].C[O-].[Na+].C([O:11][C:12](=O)/[CH:13]=[C:14](/[C:16]1[CH:21]=[CH:20][CH:19]=[C:18]([Br:22])[CH:17]=1)\[CH3:15])C.C(#N)C.O.C(O)(C(F)(F)F)=O. The yield is 0.400. The product is [NH2:4][C:3]1[NH:5][C:12](=[O:11])[CH2:13][C:14]([C:16]2[CH:21]=[CH:20][CH:19]=[C:18]([Br:22])[CH:17]=2)([CH3:15])[N:2]=1. The catalyst is CN1C(=O)CCC1. (2) The reactants are [Br:1][C:2]1[CH:3]=[C:4]2[C:9](=[CH:10][CH:11]=1)[N:8]([C:12](=O)[CH2:13]Cl)[CH2:7][CH2:6][CH2:5]2.C(=O)([O-])[O-].[K+].[K+].[CH:22]([NH2:25])([CH3:24])[CH3:23]. The catalyst is C(#N)C.O. The product is [Br:1][C:2]1[CH:3]=[C:4]2[C:9](=[CH:10][CH:11]=1)[N:8]([CH2:12][CH2:13][NH:25][CH:22]([CH3:24])[CH3:23])[CH2:7][CH2:6][CH2:5]2. The yield is 0.830. (3) The catalyst is COCCOC.C1C=CC(P(C2C=CC=CC=2)[C-]2C=CC=C2)=CC=1.C1C=CC(P(C2C=CC=CC=2)[C-]2C=CC=C2)=CC=1.Cl[Pd]Cl.[Fe+2]. The reactants are [F:1][C:2]1[CH:7]=[C:6](OS(C(F)(F)F)(=O)=O)[CH:5]=[C:4]([F:16])[C:3]=1[C:17]1[N:22]=[C:21]([C:23]([O:25][CH3:26])=[O:24])[CH:20]=[CH:19][C:18]=1[F:27].[S:28]1[CH2:33][CH:32]=[C:31](B(O)O)[CH2:30][CH2:29]1.C(Cl)Cl. The yield is 0.600. The product is [S:28]1[CH2:29][CH:30]=[C:31]([C:6]2[CH:5]=[C:4]([F:16])[C:3]([C:17]3[N:22]=[C:21]([C:23]([O:25][CH3:26])=[O:24])[CH:20]=[CH:19][C:18]=3[F:27])=[C:2]([F:1])[CH:7]=2)[CH2:32][CH2:33]1. (4) The reactants are [NH2:1][C:2]1[C:3]([F:16])=[C:4]([NH:9][S:10]([CH2:13][CH2:14][CH3:15])(=[O:12])=[O:11])[CH:5]=[CH:6][C:7]=1[F:8].[N:17]1[C:26]2[C:21](=[CH:22][CH:23]=[CH:24][CH:25]=2)[CH:20]=[C:19]([CH:27]=O)[CH:18]=1.FC(F)(F)C(O)=O.C([SiH](CC)CC)C. The catalyst is C(#N)C. The product is [F:16][C:3]1[C:2]([NH:1][CH2:27][C:19]2[CH:18]=[N:17][C:26]3[C:21]([CH:20]=2)=[CH:22][CH:23]=[CH:24][CH:25]=3)=[C:7]([F:8])[CH:6]=[CH:5][C:4]=1[NH:9][S:10]([CH2:13][CH2:14][CH3:15])(=[O:12])=[O:11]. The yield is 0.290. (5) The reactants are [Br:1][C:2]1[CH:3]=[CH:4][C:5]([NH:20][CH2:21][CH2:22][OH:23])=[C:6]([NH:8][C:9](=O)[CH2:10][NH:11]C(=O)OC(C)(C)C)[CH:7]=1. The catalyst is Cl. The product is [NH2:11][CH2:10][C:9]1[N:20]([CH2:21][CH2:22][OH:23])[C:5]2[CH:4]=[CH:3][C:2]([Br:1])=[CH:7][C:6]=2[N:8]=1. The yield is 0.600. (6) The reactants are [C:1]1([OH:7])[CH:6]=[CH:5][CH:4]=[CH:3][CH:2]=1.[H-].[Na+].[F:10][C:11]1[CH:16]=[CH:15][C:14]([C:17]2[C:24](=[O:25])[N:20]3[CH2:21][CH2:22][CH2:23][N:19]3[C:18]=2[C:26]2[CH:31]=[CH:30][N:29]=[C:28](S(C)(=O)=O)[N:27]=2)=[CH:13][CH:12]=1. The catalyst is C1COCC1.C([O-])(O)=O.[Na+]. The product is [F:10][C:11]1[CH:16]=[CH:15][C:14]([C:17]2[C:24](=[O:25])[N:20]3[CH2:21][CH2:22][CH2:23][N:19]3[C:18]=2[C:26]2[CH:31]=[CH:30][N:29]=[C:28]([O:7][C:1]3[CH:6]=[CH:5][CH:4]=[CH:3][CH:2]=3)[N:27]=2)=[CH:13][CH:12]=1. The yield is 0.380. (7) The reactants are C(N(CC)CC)C.S(Cl)(C)(=O)=O.[Cl:13][C:14]1[CH:40]=[CH:39][CH:38]=[C:37]([Cl:41])[C:15]=1[C:16]([NH:18][C@H:19]([C:33]([O:35][CH3:36])=[O:34])[CH2:20][C:21]1[CH:26]=[CH:25][C:24]([C:27]#[C:28][CH2:29][CH2:30][CH2:31]O)=[CH:23][CH:22]=1)=[O:17].[N:42]1[CH:47]=[CH:46][CH:45]=[CH:44][C:43]=1[NH:48][C:49](=[O:55])[O:50][C:51]([CH3:54])([CH3:53])[CH3:52].[H-].[Na+]. The catalyst is C(Cl)Cl.CC(N(C)C)=O. The product is [C:51]([O:50][C:49]([N:48]([C:43]1[CH:44]=[CH:45][CH:46]=[CH:47][N:42]=1)[CH2:31][CH2:30][CH2:29][C:28]#[C:27][C:24]1[CH:23]=[CH:22][C:21]([CH2:20][C@@H:19]([C:33]([O:35][CH3:36])=[O:34])[NH:18][C:16](=[O:17])[C:15]2[C:37]([Cl:41])=[CH:38][CH:39]=[CH:40][C:14]=2[Cl:13])=[CH:26][CH:25]=1)=[O:55])([CH3:52])([CH3:54])[CH3:53]. The yield is 0.280. (8) No catalyst specified. The reactants are [F:1][CH:2]([F:15])[C:3]([C:5]1[CH:14]=[CH:13][C:12]2[C:7](=[CH:8][CH:9]=[CH:10][CH:11]=2)[CH:6]=1)=[O:4].Cl[C:17]1[CH:22]=[CH:21][C:20]([O:23][CH3:24])=[CH:19][CH:18]=1. The product is [F:1][C:2]([F:15])([C:17]1[CH:22]=[CH:21][C:20]([O:23][CH3:24])=[CH:19][CH:18]=1)[C:3]([C:5]1[CH:14]=[CH:13][C:12]2[C:7](=[CH:8][CH:9]=[CH:10][CH:11]=2)[CH:6]=1)=[O:4]. The yield is 0.900. (9) The reactants are [O:1]([C:8]1[CH:28]=[CH:27][C:11]([O:12][C:13]2[N:21]=[CH:20][C:19]([CH:22]3[CH2:26][CH2:25][NH:24][CH2:23]3)=[CH:18][C:14]=2[C:15]([NH2:17])=[O:16])=[CH:10][CH:9]=1)[C:2]1[CH:7]=[CH:6][CH:5]=[CH:4][CH:3]=1.[C:29](Cl)(=[O:33])/[CH:30]=[CH:31]/[CH3:32].C(N(CC)C(C)C)(C)C. The catalyst is C(Cl)Cl. The product is [C:29]([N:24]1[CH2:25][CH2:26][CH:22]([C:19]2[CH:20]=[N:21][C:13]([O:12][C:11]3[CH:27]=[CH:28][C:8]([O:1][C:2]4[CH:3]=[CH:4][CH:5]=[CH:6][CH:7]=4)=[CH:9][CH:10]=3)=[C:14]([CH:18]=2)[C:15]([NH2:17])=[O:16])[CH2:23]1)(=[O:33])/[CH:30]=[CH:31]/[CH3:32]. The yield is 0.466.